The task is: Predict the product of the given reaction.. This data is from Forward reaction prediction with 1.9M reactions from USPTO patents (1976-2016). (1) Given the reactants Cl[C:2]1[C:7]([N+:8]([O-:10])=[O:9])=[CH:6][N:5]=[C:4]2[CH:11]=[CH:12][S:13][C:3]=12.Cl.[O:15]1[CH2:20][CH2:19][CH2:18][C@H:17]([NH2:21])[CH2:16]1.C(N(CC)C(C)C)(C)C, predict the reaction product. The product is: [N+:8]([C:7]1[C:2]([NH:21][C@H:17]2[CH2:18][CH2:19][CH2:20][O:15][CH2:16]2)=[C:3]2[S:13][CH:12]=[CH:11][C:4]2=[N:5][CH:6]=1)([O-:10])=[O:9]. (2) Given the reactants Br[C:2]1[CH:7]=[CH:6][C:5]2[N:8]3[C:21]4[CH:20]=[CH:19][CH:18]=[CH:17][C:16]=4[C:15]([CH3:23])([CH3:22])[C:14]4[C:9]3=[C:10]([CH:11]=[C:12](Br)[CH:13]=4)[C:4]=2[CH:3]=1.[C:25]1(B(O)O)[CH:30]=[CH:29][CH:28]=[CH:27][CH:26]=1.C([O-])(O)=O.[Na+], predict the reaction product. The product is: [CH3:23][C:15]1([CH3:22])[C:14]2[C:9]3=[C:10]([C:4]4[CH:3]=[C:2]([C:2]5[CH:7]=[CH:6][CH:5]=[CH:4][CH:3]=5)[CH:7]=[CH:6][C:5]=4[N:8]3[C:21]3[CH:20]=[CH:19][CH:18]=[CH:17][C:16]1=3)[CH:11]=[C:12]([C:25]1[CH:30]=[CH:29][CH:28]=[CH:27][CH:26]=1)[CH:13]=2. (3) Given the reactants [CH3:1][S:2][C:3]1[N:8]=[C:7](O)[CH:6]=[C:5]([CH2:10][CH2:11][CH3:12])[N:4]=1.P(Cl)(Cl)([Cl:15])=O, predict the reaction product. The product is: [Cl:15][C:7]1[CH:6]=[C:5]([CH2:10][CH2:11][CH3:12])[N:4]=[C:3]([S:2][CH3:1])[N:8]=1. (4) Given the reactants [NH2:1][C:2]1[CH:9]=[CH:8][C:5]([C:6]#[N:7])=[C:4]([C:10]([F:13])([F:12])[F:11])[CH:3]=1.O.[C:15](Cl)(Cl)=[S:16], predict the reaction product. The product is: [N:1]([C:2]1[CH:9]=[CH:8][C:5]([C:6]#[N:7])=[C:4]([C:10]([F:11])([F:12])[F:13])[CH:3]=1)=[C:15]=[S:16]. (5) Given the reactants Br[C:2]1[N:7]=[C:6]([C:8]2[N:13]=[C:12]([C:14]([F:17])([F:16])[F:15])[CH:11]=[C:10]([C:18]3[CH:23]=[CH:22][C:21]([C:24]([F:27])([F:26])[F:25])=[CH:20][CH:19]=3)[N:9]=2)[CH:5]=[CH:4][CH:3]=1.[C:28]([NH:32][S:33]([C:36]1[CH:37]=[C:38](B(O)O)[CH:39]=[CH:40][CH:41]=1)(=[O:35])=[O:34])([CH3:31])([CH3:30])[CH3:29], predict the reaction product. The product is: [C:28]([NH:32][S:33]([C:36]1[CH:41]=[CH:40][CH:39]=[C:38]([C:2]2[CH:3]=[CH:4][CH:5]=[C:6]([C:8]3[N:13]=[C:12]([C:14]([F:15])([F:17])[F:16])[CH:11]=[C:10]([C:18]4[CH:23]=[CH:22][C:21]([C:24]([F:27])([F:25])[F:26])=[CH:20][CH:19]=4)[N:9]=3)[N:7]=2)[CH:37]=1)(=[O:35])=[O:34])([CH3:31])([CH3:30])[CH3:29]. (6) Given the reactants [Cl:1][C:2]1[CH:7]=[CH:6][C:5]([Mg]Br)=[CH:4][CH:3]=1.CON(C)[C:13]([C:15]1[CH:19]=[CH:18][S:17][CH:16]=1)=O.C[CH2:22][O:23]CC, predict the reaction product. The product is: [S:17]1[CH:18]=[CH:19][C:15]([CH2:13][C:22]([C:5]2[CH:6]=[CH:7][C:2]([Cl:1])=[CH:3][CH:4]=2)=[O:23])=[CH:16]1. (7) The product is: [Br:1][C:2]1[CH:7]=[CH:6][C:5]([C:8]#[C:9][C:11]2[NH:15][C:14]([C@@H:16]3[CH2:20][C@H:19]([CH3:21])[CH2:18][N:17]3[C:22]([O:24][C:25]([CH3:26])([CH3:28])[CH3:27])=[O:23])=[N:13][CH:12]=2)=[CH:4][CH:3]=1. Given the reactants [Br:1][C:2]1[CH:7]=[CH:6][C:5]([C:8]#[CH:9])=[CH:4][CH:3]=1.I[C:11]1[NH:15][C:14]([C@@H:16]2[CH2:20][C@H:19]([CH3:21])[CH2:18][N:17]2[C:22]([O:24][C:25]([CH3:28])([CH3:27])[CH3:26])=[O:23])=[N:13][CH:12]=1.C(N(CC)CC)C.N#N, predict the reaction product.